This data is from Full USPTO retrosynthesis dataset with 1.9M reactions from patents (1976-2016). The task is: Predict the reactants needed to synthesize the given product. (1) Given the product [C:18]([O:21][CH2:22][CH2:23][O:1][C:2]1[CH:9]=[CH:8][C:5]([CH:6]=[O:7])=[CH:4][C:3]=1[O:10][CH3:11])(=[O:20])[CH3:19], predict the reactants needed to synthesize it. The reactants are: [OH:1][C:2]1[CH:9]=[CH:8][C:5]([CH:6]=[O:7])=[CH:4][C:3]=1[O:10][CH3:11].C([O-])([O-])=O.[K+].[K+].[C:18]([O:21][CH2:22][CH2:23]Br)(=[O:20])[CH3:19]. (2) Given the product [F:19][C:13]([F:20])([C:2]1[CH:7]=[CH:6][C:5]([O:8][CH:9]([CH3:11])[CH3:10])=[CH:4][N:3]=1)[C:14]([O:16][CH2:17][CH3:18])=[O:15], predict the reactants needed to synthesize it. The reactants are: I[C:2]1[CH:7]=[CH:6][C:5]([O:8][CH:9]([CH3:11])[CH3:10])=[CH:4][N:3]=1.Br[C:13]([F:20])([F:19])[C:14]([O:16][CH2:17][CH3:18])=[O:15].[Cl-].[NH4+]. (3) Given the product [CH2:1]([O:3][C:4]1[C:9]2[CH:10]([NH:13][C:14]3[CH:23]=[CH:22][C:21]4[C:16](=[CH:17][CH:18]=[C:19]([NH:24][C:26]([NH:49][CH:46]5[CH2:47][CH2:48][N:43]([CH:40]([CH3:42])[CH3:41])[CH2:44][CH2:45]5)=[O:27])[CH:20]=4)[N:15]=3)[CH2:11][O:12][C:8]=2[CH:7]=[CH:6][CH:5]=1)[CH3:2], predict the reactants needed to synthesize it. The reactants are: [CH2:1]([O:3][C:4]1[C:9]2[CH:10]([NH:13][C:14]3[CH:23]=[CH:22][C:21]4[C:16](=[CH:17][CH:18]=[C:19]([NH2:24])[CH:20]=4)[N:15]=3)[CH2:11][O:12][C:8]=2[CH:7]=[CH:6][CH:5]=1)[CH3:2].Cl[C:26](OC1C=CC([N+]([O-])=O)=CC=1)=[O:27].Cl.Cl.[CH:40]([N:43]1[CH2:48][CH2:47][CH:46]([NH2:49])[CH2:45][CH2:44]1)([CH3:42])[CH3:41]. (4) Given the product [C:1]([C:3]1[CH:4]=[C:5]([S:18]([NH:21][C:22]2[S:26][N:25]=[CH:24][N:23]=2)(=[O:19])=[O:20])[CH:6]=[CH:7][C:8]=1[S:9][C:10]1[CH:15]=[CH:14][CH:13]=[C:12]([O:16][CH3:17])[CH:11]=1)#[N:2], predict the reactants needed to synthesize it. The reactants are: [C:1]([C:3]1[CH:4]=[C:5]([S:18]([N:21](CC2C=CC(OC)=CC=2OC)[C:22]2[S:26][N:25]=[CH:24][N:23]=2)(=[O:20])=[O:19])[CH:6]=[CH:7][C:8]=1[S:9][C:10]1[CH:15]=[CH:14][CH:13]=[C:12]([O:16][CH3:17])[CH:11]=1)#[N:2].Cl. (5) Given the product [CH3:21][O:11][C:10](=[O:12])[CH:9]([NH:8][C:6]([O:5][C:1]([CH3:4])([CH3:2])[CH3:3])=[O:7])[CH2:13][C:14]1[CH:19]=[CH:18][C:17]([I:20])=[CH:16][CH:15]=1, predict the reactants needed to synthesize it. The reactants are: [C:1]([O:5][C:6]([NH:8][CH:9]([CH2:13][C:14]1[CH:19]=[CH:18][C:17]([I:20])=[CH:16][CH:15]=1)[C:10]([OH:12])=[O:11])=[O:7])([CH3:4])([CH3:3])[CH3:2].[C:21]([O-])([O-])=O.[K+].[K+].IC. (6) Given the product [CH2:35]([O:34][C:32](=[O:33])[NH:31][C:29](=[O:30])[C:28]([C:26]#[N:27])=[N:22][NH:1][C:2]1[CH:19]=[C:18]([Cl:20])[C:5]([O:6][C:7]2[CH:8]=[C:9]([CH:15]([CH3:16])[CH3:17])[C:10](=[O:14])[N:11]([CH3:13])[N:12]=2)=[C:4]([Cl:21])[CH:3]=1)[CH3:36], predict the reactants needed to synthesize it. The reactants are: [NH2:1][C:2]1[CH:19]=[C:18]([Cl:20])[C:5]([O:6][C:7]2[CH:8]=[C:9]([CH:15]([CH3:17])[CH3:16])[C:10](=[O:14])[N:11]([CH3:13])[N:12]=2)=[C:4]([Cl:21])[CH:3]=1.[N:22]([O-])=O.[Na+].[C:26]([CH2:28][C:29]([NH:31][C:32]([O:34][CH2:35][CH3:36])=[O:33])=[O:30])#[N:27].C([O-])(=O)C.[Na+].